Dataset: Full USPTO retrosynthesis dataset with 1.9M reactions from patents (1976-2016). Task: Predict the reactants needed to synthesize the given product. Given the product [CH3:11][C:8]([C:12]1[CH:17]=[CH:16][CH:15]=[CH:14][CH:13]=1)([CH3:7])[CH2:9][NH2:10], predict the reactants needed to synthesize it. The reactants are: [H-].[H-].[H-].[H-].[Li+].[Al+3].[CH3:7][C:8]([C:12]1[CH:17]=[CH:16][CH:15]=[CH:14][CH:13]=1)([CH3:11])[C:9]#[N:10].